From a dataset of Reaction yield outcomes from USPTO patents with 853,638 reactions. Predict the reaction yield, written as a fraction of the theoretical maximum amount of product (1.0 means a 100% yield; for example, 0.34 means a 34% yield). The reactants are [O:1]=[C:2]1[C:6]2([CH2:11][CH2:10][N:9]([C:12]([O:14][C:15]([CH3:18])([CH3:17])[CH3:16])=[O:13])[CH2:8][CH2:7]2)[N:5]([C:19]2[CH:24]=[CH:23][CH:22]=[CH:21][CH:20]=2)[CH2:4][NH:3]1.Br[CH2:26][C:27]1[CH:28]=[C:29]([CH:34]=[CH:35][CH:36]=1)[C:30]([O:32][CH3:33])=[O:31].C(=O)([O-])[O-].[K+].[K+]. The catalyst is CN(C)C=O. The product is [CH3:33][O:32][C:30]([C:29]1[CH:28]=[C:27]([CH:36]=[CH:35][CH:34]=1)[CH2:26][N:3]1[C:2](=[O:1])[C:6]2([CH2:7][CH2:8][N:9]([C:12]([O:14][C:15]([CH3:18])([CH3:17])[CH3:16])=[O:13])[CH2:10][CH2:11]2)[N:5]([C:19]2[CH:20]=[CH:21][CH:22]=[CH:23][CH:24]=2)[CH2:4]1)=[O:31]. The yield is 0.580.